Dataset: Forward reaction prediction with 1.9M reactions from USPTO patents (1976-2016). Task: Predict the product of the given reaction. Given the reactants [Br:1][C:2]1[CH:3]=[C:4]([C:9]2[NH:14][CH2:13][C:12](=[O:15])[NH:11][N:10]=2)[CH:5]=[CH:6][C:7]=1[F:8].[H-].[Na+].[Cl:18][C:19]1[CH:24]=[CH:23][C:22]([CH2:25]Cl)=[CH:21][N:20]=1.[Al], predict the reaction product. The product is: [Br:1][C:2]1[CH:3]=[C:4]([C:9]2[NH:14][CH2:13][C:12](=[O:15])[N:11]([CH2:25][C:22]3[CH:21]=[N:20][C:19]([Cl:18])=[CH:24][CH:23]=3)[N:10]=2)[CH:5]=[CH:6][C:7]=1[F:8].